From a dataset of Catalyst prediction with 721,799 reactions and 888 catalyst types from USPTO. Predict which catalyst facilitates the given reaction. (1) Reactant: [NH2:1][C:2]1[CH:3]=[C:4]([CH:20]2[C:29]3[C:28](=[O:30])[CH2:27][CH:26]([CH2:31][CH2:32][CH3:33])[CH2:25][C:24]=3[NH:23][C:22]([CH3:34])=[C:21]2[C:35]#[N:36])[CH:5]=[C:6]([Br:19])[C:7]=1[O:8][CH2:9][C:10]1[CH:15]=[CH:14][CH:13]=[C:12]([N+:16]([O-:18])=[O:17])[CH:11]=1.C(N(CC)CC)C.[CH3:44][S:45](Cl)(=[O:47])=[O:46]. Product: [Br:19][C:6]1[C:7]([O:8][CH2:9][C:10]2[CH:15]=[CH:14][CH:13]=[C:12]([N+:16]([O-:18])=[O:17])[CH:11]=2)=[C:2]([NH:1][S:45]([CH3:44])(=[O:47])=[O:46])[CH:3]=[C:4]([CH:20]2[C:29]3[C:28](=[O:30])[CH2:27][CH:26]([CH2:31][CH2:32][CH3:33])[CH2:25][C:24]=3[NH:23][C:22]([CH3:34])=[C:21]2[C:35]#[N:36])[CH:5]=1. The catalyst class is: 96. (2) Reactant: [Cl:1][C:2]1[CH:3]=[C:4]2[C:9](=[CH:10][CH:11]=1)[C:8]1([CH2:15][CH2:14][CH2:13][CH2:12]1)[C:7](=[O:16])[C:6]([C:17](OCC)=[O:18])=[C:5]2[OH:22].Cl.[C:24]([O:28][C:29](=[O:32])[CH2:30][NH2:31])([CH3:27])([CH3:26])[CH3:25].CCN(C(C)C)C(C)C. Product: [Cl:1][C:2]1[CH:3]=[C:4]2[C:9](=[CH:10][CH:11]=1)[C:8]1([CH2:12][CH2:13][CH2:14][CH2:15]1)[C:7](=[O:16])[C:6]([C:17]([NH:31][CH2:30][C:29]([O:28][C:24]([CH3:27])([CH3:26])[CH3:25])=[O:32])=[O:18])=[C:5]2[OH:22]. The catalyst class is: 12. (3) Reactant: [Br:1][C:2]1[CH:7]=[CH:6][C:5]([C@:8]2([C:28]([F:31])([F:30])[F:29])[C:18]#[C:17][CH2:16][S:15][CH2:14][C@@H:13]([C:19]([OH:21])=O)[NH:12][C:11](=[O:22])[C@H:10]([CH2:23][C:24]([F:27])([CH3:26])[CH3:25])[NH:9]2)=[CH:4][CH:3]=1.CN([C:35]([O:39][N:40]1N=NC2C=CC=N[C:41]1=2)=[N+](C)C)C.F[P-](F)(F)(F)(F)F.CNOC.CCN(CC)CC.C([O-])(O)=O.[Na+]. Product: [Br:1][C:2]1[CH:3]=[CH:4][C:5]([C@:8]2([C:28]([F:30])([F:31])[F:29])[C:18]#[C:17][CH2:16][S:15][CH2:14][C@@H:13]([C:19]([N:40]([O:39][CH3:35])[CH3:41])=[O:21])[NH:12][C:11](=[O:22])[C@H:10]([CH2:23][C:24]([F:27])([CH3:25])[CH3:26])[NH:9]2)=[CH:6][CH:7]=1. The catalyst class is: 173.